Predict the reactants needed to synthesize the given product. From a dataset of Full USPTO retrosynthesis dataset with 1.9M reactions from patents (1976-2016). (1) Given the product [C:15]([O:18][C:19](=[O:20])[NH:13][CH2:12][CH2:11][C:8]1[CH:7]=[CH:6][C:5]([N+:2]([O-:4])=[O:3])=[CH:10][CH:9]=1)([CH3:17])([CH3:16])[CH3:14], predict the reactants needed to synthesize it. The reactants are: Cl.[N+:2]([C:5]1[CH:10]=[CH:9][C:8]([CH2:11][CH2:12][NH2:13])=[CH:7][CH:6]=1)([O-:4])=[O:3].[CH3:14][C:15]([O:18][C:19](ON=C(C1C=CC=CC=1)C#N)=[O:20])([CH3:17])[CH3:16]. (2) Given the product [Cl:1][C:2]1[CH:7]=[CH:6][CH:5]=[C:4]([F:8])[C:3]=1[C:9]1[C:10]([CH3:20])=[N:11][N:12]([CH3:19])[C:13]=1[CH:14]([CH:15]([CH3:17])[CH3:16])[NH:22][CH3:21], predict the reactants needed to synthesize it. The reactants are: [Cl:1][C:2]1[CH:7]=[CH:6][CH:5]=[C:4]([F:8])[C:3]=1[C:9]1[C:10]([CH3:20])=[N:11][N:12]([CH3:19])[C:13]=1[CH:14](Cl)[CH:15]([CH3:17])[CH3:16].[CH3:21][NH2:22]. (3) Given the product [Br:22][C:6]1[CH:7]=[C:8]2[C:3](=[CH:4][CH:5]=1)[CH:2]([CH3:1])[CH2:9]2, predict the reactants needed to synthesize it. The reactants are: [CH3:1][CH:2]1[CH2:9][C:8]2[C:3]1=[CH:4][CH:5]=[C:6]([Si](C)(C)C)[CH:7]=2.ClN1C(=O)CCC1=O.[Br-:22].[Li+].